This data is from Catalyst prediction with 721,799 reactions and 888 catalyst types from USPTO. The task is: Predict which catalyst facilitates the given reaction. (1) Reactant: [CH2:1]([O:8][C:9]1[CH:14]=[CH:13][C:12]([C:15]2C=C[C:18]3[N:19]([N:27]=[CH:28][C:29]=3[NH2:30])[C:20]=2[CH:21]2[CH2:26][CH2:25][CH2:24][CH2:23][CH2:22]2)=[CH:11][CH:10]=1)[C:2]1[CH:7]=[CH:6][CH:5]=[CH:4][CH:3]=1.[N:31]1C=CC=C[CH:32]=1.[CH:37]1([C:40](Cl)=[O:41])[CH2:39][CH2:38]1.[CH2:43]([S:45](Cl)(=[O:47])=[O:46])[CH3:44].[CH3:49][N:50](C1C=CC=CN=1)C. Product: [CH2:1]([O:8][C:9]1[CH:10]=[CH:11][C:12]([C:15]2[CH:32]=[N:31][C:18]3[N:19]([N:27]=[CH:28][C:29]=3[NH:30][C:40]([CH:37]3[CH2:39][CH2:38]3)=[O:41])[C:20]=2[CH:21]2[CH2:26][CH2:25][CH2:24][CH2:23][CH2:22]2)=[CH:13][CH:14]=1)[C:2]1[CH:3]=[CH:4][CH:5]=[CH:6][CH:7]=1.[CH2:1]([O:8][C:9]1[CH:14]=[CH:13][C:12]([C:15]2[CH:49]=[N:50][C:18]3[N:19]([N:27]=[CH:28][C:29]=3[NH:30][S:45]([CH2:43][CH3:44])(=[O:47])=[O:46])[C:20]=2[CH:21]2[CH2:26][CH2:25][CH2:24][CH2:23][CH2:22]2)=[CH:11][CH:10]=1)[C:2]1[CH:3]=[CH:4][CH:5]=[CH:6][CH:7]=1. The catalyst class is: 10. (2) Reactant: NN.[CH:3]1[C:8](N=C=S)=[CH:7][C:6]2[C:12]([O:14][C:15]3([C:25]4[CH:26]=[CH:27][C:28]([OH:30])=[CH:29][C:24]=4[O:23][C:17]4[CH:18]=[C:19]([OH:22])[CH:20]=[CH:21][C:16]3=4)[C:5]=2[CH:4]=1)=[O:13].C(N(C(C)C)CC)(C)C.C1C=CC([C:62]([OH:64])=[O:63])=C(C2C3C=CC(O)=CC=3OC3C=2C=CC(C=3)=O)C=1. Product: [CH:3]1[C:8]([C:62]([OH:64])=[O:63])=[CH:7][C:6]2[C:12]([O:14][C:15]3([C:25]4[CH:26]=[CH:27][C:28]([OH:30])=[CH:29][C:24]=4[O:23][C:17]4[CH:18]=[C:19]([OH:22])[CH:20]=[CH:21][C:16]3=4)[C:5]=2[CH:4]=1)=[O:13]. The catalyst class is: 3. (3) Reactant: F[C:2]1[CH:3]=[CH:4][C:5]([N+:9]([O-:11])=[O:10])=[C:6]([CH3:8])[CH:7]=1.CN1CCCC1=O.[NH2:19][CH:20]([CH2:23][OH:24])[CH2:21][OH:22]. Product: [N+:9]([C:5]1[CH:4]=[CH:3][C:2]([NH:19][CH:20]([CH2:23][OH:24])[CH2:21][OH:22])=[CH:7][C:6]=1[CH3:8])([O-:11])=[O:10]. The catalyst class is: 66. (4) Reactant: [C:1]([O:5][C:6]([N:8]1[C@H:13]([CH3:14])[CH2:12][N:11]([C:15](OCC2C=CC=CC=2)=O)[C@@H:10]([CH2:25][OH:26])[CH2:9]1)=[O:7])([CH3:4])([CH3:3])[CH3:2].C(=O)[C:28]1[CH:33]=[CH:32][CH:31]=[CH:30][CH:29]=1.C(O[BH-](OC(=O)C)OC(=O)C)(=O)C.[Na+].ClCCCl. Product: [C:1]([O:5][C:6]([N:8]1[CH2:9][C@H:10]([CH2:25][OH:26])[N:11]([CH2:15][C:28]2[CH:33]=[CH:32][CH:31]=[CH:30][CH:29]=2)[CH2:12][C@H:13]1[CH3:14])=[O:7])([CH3:2])([CH3:3])[CH3:4]. The catalyst class is: 25.